Dataset: Full USPTO retrosynthesis dataset with 1.9M reactions from patents (1976-2016). Task: Predict the reactants needed to synthesize the given product. (1) The reactants are: [OH:1][C@H:2]([C:27]1[C:35]2[S:34][C:33](=[O:36])[NH:32][C:31]=2[C:30]([OH:37])=[CH:29][CH:28]=1)[CH2:3][NH:4][CH2:5][CH2:6][S:7][CH2:8][CH2:9][CH2:10][N:11]([CH2:19][CH2:20][C:21]1[CH:26]=[CH:25][CH:24]=[CH:23][CH:22]=1)C(=O)OC(C)(C)C.[ClH:38]. Given the product [ClH:38].[OH:37][C:30]1[C:31]2[NH:32][C:33](=[O:36])[S:34][C:35]=2[C:27]([C@@H:2]([OH:1])[CH2:3][NH:4][CH2:5][CH2:6][S:7][CH2:8][CH2:9][CH2:10][NH:11][CH2:19][CH2:20][C:21]2[CH:22]=[CH:23][CH:24]=[CH:25][CH:26]=2)=[CH:28][CH:29]=1, predict the reactants needed to synthesize it. (2) Given the product [CH2:1]([NH:8][C@H:9]1[CH2:14][CH2:13][C@@H:12]([NH:15][C:16]2[CH:21]=[C:20]([N:25]3[CH2:29][CH2:28][CH2:27][CH2:26]3)[C:19]([CH3:23])=[CH:18][N:17]=2)[CH2:11][CH2:10]1)[C:2]1[CH:7]=[CH:6][CH:5]=[CH:4][CH:3]=1, predict the reactants needed to synthesize it. The reactants are: [CH2:1]([NH:8][C@H:9]1[CH2:14][CH2:13][C@@H:12]([NH:15][C:16]2[CH:21]=[C:20](Cl)[C:19]([CH3:23])=[CH:18][N+:17]=2[O-])[CH2:11][CH2:10]1)[C:2]1[CH:7]=[CH:6][CH:5]=[CH:4][CH:3]=1.[NH:25]1[CH2:29][CH2:28][CH2:27][CH2:26]1.C(O)CCC.C([O-])(O)=O.[Na+]. (3) Given the product [C:3]([O:7][C:8]([C:10]1[CH:20]=[C:19]([O:21][C:22]2[CH:23]=[CH:24][C:25]([S:28]([CH3:31])(=[O:30])=[O:29])=[CH:26][CH:27]=2)[C:13]2[CH2:14][CH:15]([CH2:17][O:18][CH3:32])[O:16][C:12]=2[CH:11]=1)=[O:9])([CH3:5])([CH3:6])[CH3:4], predict the reactants needed to synthesize it. The reactants are: [H-].[Na+].[C:3]([O:7][C:8]([C:10]1[CH:20]=[C:19]([O:21][C:22]2[CH:27]=[CH:26][C:25]([S:28]([CH3:31])(=[O:30])=[O:29])=[CH:24][CH:23]=2)[C:13]2[CH2:14][CH:15]([CH2:17][OH:18])[O:16][C:12]=2[CH:11]=1)=[O:9])([CH3:6])([CH3:5])[CH3:4].[CH3:32]I. (4) Given the product [CH2:30]([NH:42][C:43](=[O:63])[C:44]1[CH:49]=[C:48]([C:50]2[CH:55]=[CH:54][CH:53]=[C:52]([O:56][CH3:57])[CH:51]=2)[C:47]([O:58][CH2:59][CH2:60][Br:26])=[C:46]([Br:62])[CH:45]=1)[CH2:31][CH2:32][CH2:33][CH2:34][CH2:35][CH2:36][CH2:37][CH2:38][CH2:39][CH2:40][CH3:41], predict the reactants needed to synthesize it. The reactants are: C1(P(C2C=CC=CC=2)C2C=CC=CC=2)C=CC=CC=1.C1COCC1.C(Br)(Br)(Br)[Br:26].[CH2:30]([NH:42][C:43](=[O:63])[C:44]1[CH:49]=[C:48]([C:50]2[CH:55]=[CH:54][CH:53]=[C:52]([O:56][CH3:57])[CH:51]=2)[C:47]([O:58][CH2:59][CH2:60]O)=[C:46]([Br:62])[CH:45]=1)[CH2:31][CH2:32][CH2:33][CH2:34][CH2:35][CH2:36][CH2:37][CH2:38][CH2:39][CH2:40][CH3:41]. (5) Given the product [C:1]([O:5][C:6](=[O:26])[NH:7][CH:8]([C:18]1[CH:23]=[CH:22][C:21]([CH3:24])=[C:20]([Cl:25])[CH:19]=1)[C:9](=[O:10])[C:11]1[CH:16]=[CH:15][C:14]([O:17][CH:30]2[CH2:31][CH2:32][O:27][CH2:28][CH2:29]2)=[CH:13][CH:12]=1)([CH3:4])([CH3:2])[CH3:3], predict the reactants needed to synthesize it. The reactants are: [C:1]([O:5][C:6](=[O:26])[NH:7][CH:8]([C:18]1[CH:23]=[CH:22][C:21]([CH3:24])=[C:20]([Cl:25])[CH:19]=1)[C:9]([C:11]1[CH:16]=[CH:15][C:14]([OH:17])=[CH:13][CH:12]=1)=[O:10])([CH3:4])([CH3:3])[CH3:2].[O:27]1[CH2:32][CH2:31][CH:30](O)[CH2:29][CH2:28]1. (6) Given the product [CH2:24]([O:23][C:21](=[O:22])[C:20]1[CH:26]=[C:16]([Br:15])[CH:17]=[N:18][C:19]=1[O:14][CH:10]([CH2:11][O:12][CH3:13])[CH2:9][O:8][CH3:7])[CH3:25], predict the reactants needed to synthesize it. The reactants are: C(O[Na])(C)(C)C.[CH3:7][O:8][CH2:9][CH:10]([OH:14])[CH2:11][O:12][CH3:13].[Br:15][C:16]1[CH:17]=[N:18][C:19](Cl)=[C:20]([CH:26]=1)[C:21]([O:23][CH2:24][CH3:25])=[O:22]. (7) Given the product [Br:1][C:2]1[CH:3]=[C:4]([C:7]([O:9][CH3:10])=[O:8])[N:5]([C:11]2[CH:16]=[CH:15][CH:14]=[CH:13][CH:12]=2)[CH:6]=1, predict the reactants needed to synthesize it. The reactants are: [Br:1][C:2]1[CH:3]=[C:4]([C:7]([O:9][CH3:10])=[O:8])[NH:5][CH:6]=1.[C:11]1(B(O)O)[CH:16]=[CH:15][CH:14]=[CH:13][CH:12]=1. (8) Given the product [C:14]([O:18][C:19](=[O:28])[NH:20][C:21]1[CH:26]=[CH:25][CH:24]=[CH:23][C:22]=1[NH:27][C:11]([C:9]1[CH:8]=[CH:7][C:5]2[N:6]=[C:2]([NH2:1])[S:3][C:4]=2[CH:10]=1)=[O:13])([CH3:17])([CH3:15])[CH3:16], predict the reactants needed to synthesize it. The reactants are: [NH2:1][C:2]1[S:3][C:4]2[CH:10]=[C:9]([C:11]([OH:13])=O)[CH:8]=[CH:7][C:5]=2[N:6]=1.[C:14]([O:18][C:19](=[O:28])[NH:20][C:21]1[CH:26]=[CH:25][CH:24]=[CH:23][C:22]=1[NH2:27])([CH3:17])([CH3:16])[CH3:15].F[P-](F)(F)(F)(F)F.N1(O[P+](N(C)C)(N(C)C)N(C)C)C2C=CC=CC=2N=N1.CCN(CC)CC.